This data is from Reaction yield outcomes from USPTO patents with 853,638 reactions. The task is: Predict the reaction yield, written as a fraction of the theoretical maximum amount of product (1.0 means a 100% yield; for example, 0.34 means a 34% yield). (1) The reactants are Cl[C:2]1[CH:7]=[C:6]([NH:8][C:9]2[CH:16]=[CH:15][CH:14]=[CH:13][C:10]=2[C:11]#[N:12])[C:5]([Cl:17])=[CH:4][N:3]=1.[CH2:18]([N:20]1[C:24]([NH2:25])=[CH:23][C:22]([CH3:26])=[N:21]1)[CH3:19].C1C=CC(P(C2C(C3C(P(C4C=CC=CC=4)C4C=CC=CC=4)=CC=C4C=3C=CC=C4)=C3C(C=CC=C3)=CC=2)C2C=CC=CC=2)=CC=1.C(=O)([O-])[O-].[Cs+].[Cs+]. The catalyst is O1CCOCC1.C([O-])(=O)C.[Pd+2].C([O-])(=O)C. The product is [Cl:17][C:5]1[C:6]([NH:8][C:9]2[CH:16]=[CH:15][CH:14]=[CH:13][C:10]=2[C:11]#[N:12])=[CH:7][C:2]([NH:25][C:24]2[N:20]([CH2:18][CH3:19])[N:21]=[C:22]([CH3:26])[CH:23]=2)=[N:3][CH:4]=1. The yield is 0.456. (2) The reactants are [NH2:1][C:2]1[N:10]=[CH:9][CH:8]=[CH:7][C:3]=1[C:4]([OH:6])=[O:5].[Br:11]Br. The catalyst is C(O)(=O)C. The product is [NH2:1][C:2]1[N:10]=[CH:9][C:8]([Br:11])=[CH:7][C:3]=1[C:4]([OH:6])=[O:5]. The yield is 0.980. (3) The reactants are [C:1]([O:5][C:6]([CH2:8][CH2:9][C@H:10]([NH:74]C(OCC1C=CC=CC=1)=O)[C:11]([NH:13][CH:14]([CH2:65][CH2:66][C:67]([O:69][C:70]([CH3:73])([CH3:72])[CH3:71])=[O:68])[C:15]([NH:17][CH2:18][CH2:19][NH:20][C:21]([CH2:23][CH2:24][CH2:25][O:26][C:27]1[CH:32]=[C:31]([CH3:33])[C:30]([S:34]([NH:37][C@@H:38]([CH2:42][NH:43][C:44]([C:46]2[CH:47]=[C:48]3[C:52](=[CH:53][CH:54]=2)[N:51]([CH2:55][CH2:56][CH2:57][NH:58][C:59]2[NH:60][CH:61]=[CH:62][N:63]=2)[N:50]=[CH:49]3)=[O:45])[C:39]([OH:41])=[O:40])(=[O:36])=[O:35])=[C:29]([CH3:64])[CH:28]=1)=[O:22])=[O:16])=[O:12])=[O:7])([CH3:4])([CH3:3])[CH3:2].O. The catalyst is CO.[Pd].O.C(#N)C. The product is [NH2:74][C@@H:10]([CH2:9][CH2:8][C:6]([O:5][C:1]([CH3:4])([CH3:3])[CH3:2])=[O:7])[C:11]([NH:13][CH:14]([CH2:65][CH2:66][C:67]([O:69][C:70]([CH3:73])([CH3:72])[CH3:71])=[O:68])[C:15]([NH:17][CH2:18][CH2:19][NH:20][C:21]([CH2:23][CH2:24][CH2:25][O:26][C:27]1[CH:28]=[C:29]([CH3:64])[C:30]([S:34]([NH:37][C@@H:38]([CH2:42][NH:43][C:44]([C:46]2[CH:47]=[C:48]3[C:52](=[CH:53][CH:54]=2)[N:51]([CH2:55][CH2:56][CH2:57][NH:58][C:59]2[NH:60][CH:61]=[CH:62][N:63]=2)[N:50]=[CH:49]3)=[O:45])[C:39]([OH:41])=[O:40])(=[O:35])=[O:36])=[C:31]([CH3:33])[CH:32]=1)=[O:22])=[O:16])=[O:12]. The yield is 1.00. (4) The reactants are [C:1]([O:5][C:6](=[O:17])[NH:7][C@H:8]1[CH2:13][CH2:12][C@H:11]([CH2:14][CH2:15]Br)[CH2:10][CH2:9]1)([CH3:4])([CH3:3])[CH3:2].C(=O)([O-])[O-].[Cs+].[Cs+].[I-].[Na+].[S:26]1[C:30]2[CH2:31][C@@H:32]([NH2:35])[CH2:33][CH2:34][C:29]=2[N:28]=[C:27]1[NH2:36]. The catalyst is C(#N)C. The product is [C:1]([O:5][C:6](=[O:17])[NH:7][C@H:8]1[CH2:13][CH2:12][C@H:11]([CH2:14][CH2:15][NH:35][C@H:32]2[CH2:33][CH2:34][C:29]3[N:28]=[C:27]([NH2:36])[S:26][C:30]=3[CH2:31]2)[CH2:10][CH2:9]1)([CH3:4])([CH3:3])[CH3:2]. The yield is 0.610. (5) The reactants are C[O:2][C:3]1[CH:8]=[CH:7][C:6]([O:9]C)=[CH:5][C:4]=1[C:11](=[O:21])[CH2:12][C:13]1[CH:18]=[CH:17][CH:16]=[C:15]([O:19]C)[CH:14]=1.B(Br)(Br)Br. The catalyst is C(Cl)Cl. The product is [OH:2][C:3]1[CH:8]=[CH:7][C:6]([OH:9])=[CH:5][C:4]=1[C:11](=[O:21])[CH2:12][C:13]1[CH:18]=[CH:17][CH:16]=[C:15]([OH:19])[CH:14]=1. The yield is 0.620. (6) The reactants are C([Li])CCC.CCCCCC.C(NC(C)C)(C)C.[C:19]([CH:21]1[CH2:26][CH2:25][N:24]([C:27]([O:29][C:30]([CH3:33])([CH3:32])[CH3:31])=[O:28])[CH2:23][CH2:22]1)#[N:20].[F:34][C:35]1[CH:42]=[CH:41][C:38]([CH2:39]Br)=[CH:37][CH:36]=1. The catalyst is C1COCC1. The product is [C:30]([O:29][C:27]([N:24]1[CH2:25][CH2:26][C:21]([C:19]#[N:20])([CH2:39][C:38]2[CH:41]=[CH:42][C:35]([F:34])=[CH:36][CH:37]=2)[CH2:22][CH2:23]1)=[O:28])([CH3:33])([CH3:32])[CH3:31]. The yield is 0.496.